Dataset: Reaction yield outcomes from USPTO patents with 853,638 reactions. Task: Predict the reaction yield, written as a fraction of the theoretical maximum amount of product (1.0 means a 100% yield; for example, 0.34 means a 34% yield). (1) The reactants are [F:1][C:2]1[CH:7]=[CH:6][CH:5]=[CH:4][C:3]=1[F:8].C([Li])CCCCC.[Cl:16][CH2:17][C:18](Cl)=[O:19]. The catalyst is [Cl-].[Zn+2].[Cl-].[Cu]Cl.C1COCC1. The product is [Cl:16][CH2:17][C:18]([C:4]1[CH:5]=[CH:6][CH:7]=[C:2]([F:1])[C:3]=1[F:8])=[O:19]. The yield is 0.710. (2) The reactants are [N:1]1([CH:7]2[CH2:12][CH2:11][NH:10][CH2:9][CH2:8]2)[CH2:6][CH2:5][CH2:4][CH2:3][CH2:2]1.[C:13]([O:17][C:18](=[O:24])[NH:19][CH2:20][CH2:21][CH2:22]Br)([CH3:16])([CH3:15])[CH3:14].C(=O)([O-])[O-].[K+].[K+]. The catalyst is CN(C)C=O. The product is [C:13]([O:17][C:18](=[O:24])[NH:19][CH2:20][CH2:21][CH2:22][N:10]1[CH2:11][CH2:12][CH:7]([N:1]2[CH2:6][CH2:5][CH2:4][CH2:3][CH2:2]2)[CH2:8][CH2:9]1)([CH3:16])([CH3:15])[CH3:14]. The yield is 0.590.